From a dataset of Forward reaction prediction with 1.9M reactions from USPTO patents (1976-2016). Predict the product of the given reaction. (1) Given the reactants [CH3:1][O:2][C:3]1[CH:4]=[C:5]([CH:10]=[C:11]([OH:14])[C:12]=1[OH:13])[C:6]([O:8][CH3:9])=[O:7].[C:15](=O)([O-])[O-].[K+].[K+].ICI.Cl, predict the reaction product. The product is: [CH3:1][O:2][C:3]1[CH:4]=[C:5]([CH:10]=[C:11]2[O:14][CH2:15][O:13][C:12]=12)[C:6]([O:8][CH3:9])=[O:7]. (2) Given the reactants [C:1]1([C:26]2[CH:31]=[CH:30][CH:29]=[CH:28][CH:27]=2)[CH:6]=[CH:5][CH:4]=[C:3]([CH2:7][N:8]2[CH:13]([C:14]3[C:19]([O:20][CH3:21])=[CH:18][C:17]([F:22])=[CH:16][C:15]=3[O:23][CH3:24])[CH2:12][CH:11]=[CH:10][C:9]2=[O:25])[CH:2]=1, predict the reaction product. The product is: [C:1]1([C:26]2[CH:31]=[CH:30][CH:29]=[CH:28][CH:27]=2)[CH:6]=[CH:5][CH:4]=[C:3]([CH2:7][N:8]2[CH:13]([C:14]3[C:19]([O:20][CH3:21])=[CH:18][C:17]([F:22])=[CH:16][C:15]=3[O:23][CH3:24])[CH2:12][CH2:11][CH2:10][C:9]2=[O:25])[CH:2]=1. (3) Given the reactants Br[C:2]1[C:10]2[O:9][C:8]([NH:11][C:12]3[CH:17]=[CH:16][C:15]([N:18]4[CH2:23][CH2:22][N:21]([CH2:24][CH2:25][O:26][CH3:27])[CH2:20][CH2:19]4)=[C:14]([CH3:28])[CH:13]=3)=[N:7][C:6]=2[CH:5]=[CH:4][CH:3]=1.[CH3:29][C:30]1[CH:35]=[C:34](B2OC(C)(C)C(C)(C)O2)[CH:33]=[CH:32][C:31]=1[C:45]([N:47]1[CH2:52][CH2:51][O:50][CH2:49][CH2:48]1)=[O:46], predict the reaction product. The product is: [CH3:27][O:26][CH2:25][CH2:24][N:21]1[CH2:22][CH2:23][N:18]([C:15]2[CH:16]=[CH:17][C:12]([NH:11][C:8]3[O:9][C:10]4[C:2]([C:34]5[CH:33]=[CH:32][C:31]([C:45]([N:47]6[CH2:48][CH2:49][O:50][CH2:51][CH2:52]6)=[O:46])=[C:30]([CH3:29])[CH:35]=5)=[CH:3][CH:4]=[CH:5][C:6]=4[N:7]=3)=[CH:13][C:14]=2[CH3:28])[CH2:19][CH2:20]1. (4) Given the reactants [C@]12(C)C(C)(C)C(CC1)CC2C([O:12][C@H:13]([C:17]1[CH:22]=[CH:21][CH:20]=[CH:19][C:18]=1[N+:23]([O-:25])=[O:24])[CH:14]([CH3:16])[CH3:15])=O.C([O-])([O-])=O.[K+].[K+], predict the reaction product. The product is: [N+:23]([C:18]1[CH:19]=[CH:20][CH:21]=[CH:22][C:17]=1[C@@H:13]([OH:12])[CH:14]([CH3:15])[CH3:16])([O-:25])=[O:24]. (5) The product is: [F:47][C:2]([F:1])([F:48])[C:3]1[CH:4]=[C:5]([CH:40]=[C:41]([C:43]([F:44])([F:45])[F:46])[CH:42]=1)[CH2:6][N:7]1[C:11]([C:12]2[CH:13]=[N:14][CH:15]=[CH:16][CH:17]=2)=[C:10]([C:18]([C:20]2[C:21]([CH2:32][OH:33])=[N:22][O:23][C:24]=2[C:25]2[CH:30]=[CH:29][CH:28]=[CH:27][C:26]=2[Cl:31])=[O:19])[N:9]=[CH:8]1. Given the reactants [F:1][C:2]([F:48])([F:47])[C:3]1[CH:4]=[C:5]([CH:40]=[C:41]([C:43]([F:46])([F:45])[F:44])[CH:42]=1)[CH2:6][N:7]1[C:11]([C:12]2[CH:13]=[N:14][CH:15]=[CH:16][CH:17]=2)=[C:10]([C:18]([C:20]2[C:21]([CH2:32][O:33]C3CCCCO3)=[N:22][O:23][C:24]=2[C:25]2[CH:30]=[CH:29][CH:28]=[CH:27][C:26]=2[Cl:31])=[O:19])[N:9]=[CH:8]1.C(O)(=O)C.O, predict the reaction product. (6) Given the reactants [CH:1]1([NH:7][C:8]2[CH:17]=[C:16]3[C:11]([C:12](=[O:25])[C:13]([CH:23]=[O:24])=[CH:14][N:15]3[CH:18]([CH2:21][CH3:22])[CH2:19][CH3:20])=[CH:10][C:9]=2[F:26])[CH2:6][CH2:5][CH2:4][CH2:3][CH2:2]1.[P:27]([O-:34])([O:31][CH2:32][CH3:33])[O:28][CH2:29][CH3:30].C1CCN2C(=NCCC2)CC1.[Cl-].[NH4+], predict the reaction product. The product is: [CH2:29]([O:28][P:27]([CH:23]([C:13]1[C:12](=[O:25])[C:11]2[C:16](=[CH:17][C:8]([NH:7][CH:1]3[CH2:6][CH2:5][CH2:4][CH2:3][CH2:2]3)=[C:9]([F:26])[CH:10]=2)[N:15]([CH:18]([CH2:19][CH3:20])[CH2:21][CH3:22])[CH:14]=1)[OH:24])(=[O:34])[O:31][CH2:32][CH3:33])[CH3:30]. (7) Given the reactants [Br:1][C:2]1[CH:24]=[CH:23][C:5]([C:6]([N:8]([C@H:12]2[CH2:17][CH2:16][C@H:15]([CH2:18][C:19](OC)=[O:20])[CH2:14][CH2:13]2)[CH:9]2[CH2:11][CH2:10]2)=[O:7])=[C:4]([F:25])[CH:3]=1.[H-].[Al+3].[Li+].[H-].[H-].[H-], predict the reaction product. The product is: [Br:1][C:2]1[CH:24]=[CH:23][C:5]([C:6]([N:8]([CH:9]2[CH2:11][CH2:10]2)[C@H:12]2[CH2:13][CH2:14][C@H:15]([CH2:18][CH2:19][OH:20])[CH2:16][CH2:17]2)=[O:7])=[C:4]([F:25])[CH:3]=1.